Dataset: Catalyst prediction with 721,799 reactions and 888 catalyst types from USPTO. Task: Predict which catalyst facilitates the given reaction. (1) Reactant: [F:1][C:2]([F:25])([F:24])[C:3]1[CH:4]=[C:5]([C:13]2[N:17]=[CH:16][N:15](/[CH:18]=[C:19](/[Br:23])\[C:20]([OH:22])=O)[N:14]=2)[CH:6]=[C:7]([C:9]([F:12])([F:11])[F:10])[CH:8]=1.ClC(OCC(C)C)=O.C[N:35]1CCOCC1. Product: [F:10][C:9]([F:11])([F:12])[C:7]1[CH:6]=[C:5]([C:13]2[N:17]=[CH:16][N:15](/[CH:18]=[C:19](/[Br:23])\[C:20]([NH2:35])=[O:22])[N:14]=2)[CH:4]=[C:3]([C:2]([F:24])([F:1])[F:25])[CH:8]=1. The catalyst class is: 1. (2) Reactant: C(O)(C(F)(F)F)=O.C[O:9][C:10](=[O:25])[C@@:11]1([CH3:24])[CH2:15][CH2:14][C:13](=[O:16])[N:12]1C(OC(C)(C)C)=O.[Li+].[OH-].Cl. Product: [CH3:24][C@:11]1([C:10]([OH:25])=[O:9])[CH2:15][CH2:14][C:13](=[O:16])[NH:12]1. The catalyst class is: 34. (3) Reactant: [C:1]([C:9]1[CH:14]=[C:13]([N:15]2[CH2:20][CH2:19][N:18]([CH3:21])[CH2:17][CH2:16]2)[CH:12]=[CH:11][C:10]=1[NH:22]C(=O)C(C)(C)C)(=[O:8])[C:2]1[CH:7]=[CH:6][CH:5]=[CH:4][CH:3]=1. Product: [NH2:22][C:10]1[CH:11]=[CH:12][C:13]([N:15]2[CH2:16][CH2:17][N:18]([CH3:21])[CH2:19][CH2:20]2)=[CH:14][C:9]=1[C:1]([C:2]1[CH:3]=[CH:4][CH:5]=[CH:6][CH:7]=1)=[O:8]. The catalyst class is: 33. (4) Reactant: [CH2:1]([O:8][C:9]([NH:11][CH2:12][C:13]1[CH:18]=[CH:17][CH:16]=[CH:15][CH:14]=1)=[O:10])[C:2]1[CH:7]=[CH:6][CH:5]=[CH:4][CH:3]=1.[Br:19][CH2:20][CH:21]=[CH:22][CH2:23]Br.[H-].[Na+]. Product: [CH2:1]([O:8][C:9](=[O:10])[N:11]([CH2:12][C:13]1[CH:18]=[CH:17][CH:16]=[CH:15][CH:14]=1)[CH2:23][CH:22]=[CH:21][CH2:20][Br:19])[C:2]1[CH:3]=[CH:4][CH:5]=[CH:6][CH:7]=1. The catalyst class is: 3. (5) Reactant: [CH2:1]([C:3]1[CH:8]=[CH:7][CH:6]=[CH:5][C:4]=1[O:9][CH3:10])[CH3:2].CN([CH:14]=[O:15])C.O=P(Cl)(Cl)Cl.[OH-].[Na+]. Product: [CH2:1]([C:3]1[CH:8]=[C:7]([CH:6]=[CH:5][C:4]=1[O:9][CH3:10])[CH:14]=[O:15])[CH3:2]. The catalyst class is: 6. (6) Reactant: [Cl:1][C:2]1[C:3]2[CH2:4][C:5]3[CH2:9][N:8]([C@@H:10]([CH2:14][CH:15]4[CH2:20][CH2:19][CH2:18][CH2:17][CH2:16]4)[C:11]([OH:13])=O)[C:7](=[O:21])[C:6]=3[O:22][C:23]=2[CH:24]=[CH:25][CH:26]=1.[NH2:27][C:28]1[CH:33]=[CH:32][CH:31]=[CH:30][N:29]=1.ON1C2C=CC=CC=2N=N1. Product: [Cl:1][C:2]1[C:3]2[CH2:4][C:5]3[CH2:9][N:8]([C@@H:10]([CH2:14][CH:15]4[CH2:20][CH2:19][CH2:18][CH2:17][CH2:16]4)[C:11]([NH:27][C:28]4[CH:33]=[CH:32][CH:31]=[CH:30][N:29]=4)=[O:13])[C:7](=[O:21])[C:6]=3[O:22][C:23]=2[CH:24]=[CH:25][CH:26]=1. The catalyst class is: 34. (7) Reactant: [Cl:1][C:2]1[C:3]([CH2:51][C:52]2[CH:57]=[CH:56][C:55]([CH2:58][CH3:59])=[CH:54][CH:53]=2)=[CH:4][C:5]([CH:12]2[C@H:17]([O:18]CC3C=CC=CC=3)[C@@H:16]([O:26]CC3C=CC=CC=3)[C@H:15]([O:34]CC3C=CC=CC=3)[C@@H:14]([CH2:42][O:43]CC3C=CC=CC=3)[O:13]2)=[C:6]2[C:11]=1[O:10][CH2:9][CH:8]=[CH:7]2. Product: [Cl:1][C:2]1[C:3]([CH2:51][C:52]2[CH:53]=[CH:54][C:55]([CH2:58][CH3:59])=[CH:56][CH:57]=2)=[CH:4][C:5]([C@H:12]2[C@H:17]([OH:18])[C@@H:16]([OH:26])[C@H:15]([OH:34])[C@@H:14]([CH2:42][OH:43])[O:13]2)=[C:6]2[C:11]=1[O:10][CH2:9][CH2:8][CH2:7]2. The catalyst class is: 358. (8) Reactant: [C:1]([N:5]1[CH:13]=[C:12]2[C:7]([C:8](=[O:26])[NH:9][C:10]3([CH2:18][CH2:17][N:16](C(OC(C)(C)C)=O)[CH2:15][CH2:14]3)[CH2:11]2)=[N:6]1)([CH3:4])([CH3:3])[CH3:2].[ClH:27]. Product: [ClH:27].[C:1]([N:5]1[CH:13]=[C:12]2[C:7]([C:8](=[O:26])[NH:9][C:10]3([CH2:18][CH2:17][NH:16][CH2:15][CH2:14]3)[CH2:11]2)=[N:6]1)([CH3:4])([CH3:2])[CH3:3]. The catalyst class is: 684. (9) Reactant: [OH-].[K+].O.N.[H][H].[C:7]([C@:9]1([CH2:18][C:19]([O-:21])=[O:20])[CH2:15][C@@H:14]2[C@H:10]1[CH:11]=[C:12]([CH2:16][CH3:17])[CH2:13]2)#[N:8].C1([NH3+])CCCCC1. Product: [NH2:8][CH2:7][C@:9]1([CH2:18][C:19]([OH:21])=[O:20])[CH2:15][C@@H:14]2[C@H:10]1[CH:11]=[C:12]([CH2:16][CH3:17])[CH2:13]2. The catalyst class is: 181. (10) Reactant: [CH3:1][O:2][C:3]1[CH:8]=[CH:7][C:6]([S:9]([N:12]2[CH2:17][CH2:16][N:15]([CH2:18][C:19]([NH:21][C:22]3[CH:30]=[CH:29][CH:28]=[CH:27][C:23]=3[C:24]([NH2:26])=[O:25])=O)[CH2:14][CH2:13]2)(=[O:11])=[O:10])=[CH:5][CH:4]=1.[OH-].[Na+]. Product: [CH3:1][O:2][C:3]1[CH:8]=[CH:7][C:6]([S:9]([N:12]2[CH2:13][CH2:14][N:15]([CH2:18][C:19]3[NH:26][C:24](=[O:25])[C:23]4[C:22](=[CH:30][CH:29]=[CH:28][CH:27]=4)[N:21]=3)[CH2:16][CH2:17]2)(=[O:10])=[O:11])=[CH:5][CH:4]=1. The catalyst class is: 12.